This data is from Catalyst prediction with 721,799 reactions and 888 catalyst types from USPTO. The task is: Predict which catalyst facilitates the given reaction. (1) Reactant: [CH2:1]([C:3]1[CH:8]=[C:7]([CH3:9])[CH:6]=[C:5]([CH2:10][CH3:11])[C:4]=1[C:12]1[C:13](=[O:25])[N:14]([CH3:24])[N:15]=[C:16]([C:20]([F:23])([F:22])[F:21])[C:17]=1[S:18][CH3:19])[CH3:2].C(=O)([O-])[OH:27].[Na+].ClC1C=C(C=CC=1)C(O)=O.S([O-])([O-])=O.[Na+].[Na+]. Product: [CH2:1]([C:3]1[CH:8]=[C:7]([CH3:9])[CH:6]=[C:5]([CH2:10][CH3:11])[C:4]=1[C:12]1[C:13](=[O:25])[N:14]([CH3:24])[N:15]=[C:16]([C:20]([F:23])([F:22])[F:21])[C:17]=1[S:18]([CH3:19])=[O:27])[CH3:2]. The catalyst class is: 408. (2) Reactant: C([O:8][CH2:9][CH2:10][N:11]1[CH2:17][CH2:16][CH2:15][C@H:14]([N:18]([CH2:37][C:38]2[CH:43]=[C:42]([C:44]([F:47])([F:46])[F:45])[CH:41]=[C:40]([C:48]([F:51])([F:50])[F:49])[CH:39]=2)[C:19]2[N:20]=[N:21][N:22]([CH2:24][CH2:25][N:26]3[C:34](=[O:35])[C:33]4[C:28](=[CH:29][CH:30]=[CH:31][CH:32]=4)[C:27]3=[O:36])[N:23]=2)[C:13]2[CH:52]=[C:53]([CH3:60])[C:54]([C:56]([F:59])([F:58])[F:57])=[CH:55][C:12]1=2)C1C=CC=CC=1.[H][H]. Product: [F:51][C:48]([F:49])([F:50])[C:40]1[CH:39]=[C:38]([CH:43]=[C:42]([C:44]([F:45])([F:46])[F:47])[CH:41]=1)[CH2:37][N:18]([C@H:14]1[CH2:15][CH2:16][CH2:17][N:11]([CH2:10][CH2:9][OH:8])[C:12]2[CH:55]=[C:54]([C:56]([F:57])([F:58])[F:59])[C:53]([CH3:60])=[CH:52][C:13]1=2)[C:19]1[N:20]=[N:21][N:22]([CH2:24][CH2:25][N:26]2[C:27](=[O:36])[C:28]3[C:33](=[CH:32][CH:31]=[CH:30][CH:29]=3)[C:34]2=[O:35])[N:23]=1. The catalyst class is: 19. (3) Reactant: [C:1]1([C:13]2[C:14](=[O:35])[NH:15][C:16](=[O:34])[C:17]=2[C:18]2[C:26]3[C:21](=[CH:22][CH:23]=[C:24]([C:27]4[CH:32]=[CH:31][CH:30]=[C:29]([CH3:33])[CH:28]=4)[CH:25]=3)[NH:20][CH:19]=2)[C:11]2=[C:12]3[C:7](=[CH:8][CH:9]=[CH:10]2)[CH2:6][CH2:5][CH2:4][N:3]3[CH:2]=1. Product: [C:1]1([C@H:13]2[C@H:17]([C:18]3[C:26]4[C:21](=[CH:22][CH:23]=[C:24]([C:27]5[CH:32]=[CH:31][CH:30]=[C:29]([CH3:33])[CH:28]=5)[CH:25]=4)[NH:20][CH:19]=3)[C:16](=[O:34])[NH:15][C:14]2=[O:35])[C:11]2=[C:12]3[C:7](=[CH:8][CH:9]=[CH:10]2)[CH2:6][CH2:5][CH2:4][N:3]3[CH:2]=1. The catalyst class is: 5. (4) Reactant: C([N:4]1[CH:8]=[CH:7][N:6]=[C:5]1[C:9]1[S:13][C:12]([C:14]2[CH:19]=[CH:18][N:17]=[C:16]([NH:20][C:21](=[O:23])[CH3:22])[CH:15]=2)=[N:11][C:10]=1[CH2:24][C:25]1[CH:30]=[CH:29][CH:28]=[CH:27][CH:26]=1)C=C.C1([SiH3])C=CC=CC=1. Product: [CH2:24]([C:10]1[N:11]=[C:12]([C:14]2[CH:19]=[CH:18][N:17]=[C:16]([NH:20][C:21](=[O:23])[CH3:22])[CH:15]=2)[S:13][C:9]=1[C:5]1[NH:6][CH:7]=[CH:8][N:4]=1)[C:25]1[CH:30]=[CH:29][CH:28]=[CH:27][CH:26]=1. The catalyst class is: 411. (5) Reactant: [Cl:1][C:2]1[CH:7]=[C:6]2[N:8](CCO)[C:9](=[O:33])[C:10]3([CH:15]([C:16]4[CH:21]=[CH:20][CH:19]=[C:18]([Cl:22])[CH:17]=4)[CH2:14][C:13](=[O:23])[N:12]([CH3:24])[CH:11]3[C:25]3[CH:30]=[C:29]([F:31])[CH:28]=[CH:27][C:26]=3[CH3:32])[C:5]2=[CH:4][CH:3]=1.CCN(C(C)C)C(C)C. Product: [Cl:1][C:2]1[CH:7]=[C:6]2[NH:8][C:9](=[O:33])[C:10]3([CH:15]([C:16]4[CH:21]=[CH:20][CH:19]=[C:18]([Cl:22])[CH:17]=4)[CH2:14][C:13](=[O:23])[N:12]([CH3:24])[CH:11]3[C:25]3[CH:30]=[C:29]([F:31])[CH:28]=[CH:27][C:26]=3[CH3:32])[C:5]2=[CH:4][CH:3]=1. The catalyst class is: 5. (6) Reactant: C(=O)([O-])[O-].[K+].[K+].[CH3:7][O:8][C:9](=[O:14])[CH2:10][CH2:11][CH2:12][NH2:13].[CH3:15][O:16][C:17](=[O:22])[C@H:18](Br)[CH2:19][CH3:20]. Product: [CH3:7][O:8][C:9](=[O:14])[CH2:10][CH2:11][CH2:12][NH:13][CH:18]([C:17]([O:16][CH3:15])=[O:22])[CH2:19][CH3:20]. The catalyst class is: 10.